From a dataset of Forward reaction prediction with 1.9M reactions from USPTO patents (1976-2016). Predict the product of the given reaction. (1) Given the reactants [CH3:1][C@@H:2]1[O:7][C@@H:6]([O:8][C@H:9]2[C@@H:100]3[NH:101][C:102](=[O:103])[C@@H:81]([C:82]4[CH:83]=[CH:84][C:85]([OH:107])=[C:86]([C:88]5[C:93]([OH:94])=[CH:92][C:91]([OH:95])=[CH:90][C:89]=5[C@@H:96]([C:104]([OH:106])=[O:105])[NH:97][C:98]3=[O:99])[CH:87]=4)[NH:80][C:78](=[O:79])[C@H:77]3[C:20]4=[CH:21][C:22]([O:60][C:61]5[CH:62]=[CH:63][C:64]([C@@H:68]([OH:122])[C@@H:69]([NH:112][C:113]([C@H:115]([NH:120][CH3:121])[CH2:116][CH:117]([CH3:119])[CH3:118])=[O:114])[C:70]([NH:72][C@@H:73]([CH2:108][C:109]([NH2:111])=[O:110])[C:74]([NH:76]3)=[O:75])=[O:71])=[CH:65][C:66]=5[Cl:67])=[C:23]([O:24][C@@H:25]3[O:30][C@H:29]([CH2:31][OH:32])[C@@H:28]([OH:33])[C@H:27]([OH:34])[C@H:26]3[O:35][C@@H:36]3[O:41][C@@H:40]([CH3:42])[C@H:39]([OH:43])[C@:38]([NH:45][CH2:46][C:47]5[CH:48]=[CH:49][C:50]([C:53]6[CH:54]=[CH:55][C:56]([Cl:59])=[CH:57][CH:58]=6)=[CH:51][CH:52]=5)([CH3:44])[CH2:37]3)[C:18](=[CH:19]4)[O:17][C:13]3=[C:14]([Cl:16])[CH:15]=[C:10]2[CH:11]=[CH:12]3)[CH2:5][C@@:4]([NH2:124])([CH3:123])[C@H:3]1[OH:125].OP(O)(O)=O.C([O-])(O)=O.[Na+].C(=O)([O-])ON1C(=O)CCC1=O, predict the reaction product. The product is: [CH3:1][C@@H:2]1[O:7][C@@H:6]([O:8][C@H:9]2[C@@H:100]3[NH:101][C:102](=[O:103])[C@@H:81]([C:82]4[CH:83]=[CH:84][C:85]([OH:107])=[C:86]([C:88]5[C:93]([OH:94])=[CH:92][C:91]([OH:95])=[CH:90][C:89]=5[C@@H:96]([C:104]([OH:106])=[O:105])[NH:97][C:98]3=[O:99])[CH:87]=4)[NH:80][C:78](=[O:79])[C@H:77]3[C:20]4=[CH:21][C:22]([O:60][C:61]5[CH:62]=[CH:63][C:64]([C@@H:68]([OH:122])[C@@H:69]([NH:112][C:113]([C@H:115]([NH:120][CH3:121])[CH2:116][CH:117]([CH3:118])[CH3:119])=[O:114])[C:70]([NH:72][C@@H:73]([CH2:108][C:109]([NH2:111])=[O:110])[C:74]([NH:76]3)=[O:75])=[O:71])=[CH:65][C:66]=5[Cl:67])=[C:23]([O:24][C@@H:25]3[O:30][C@H:29]([CH2:31][OH:32])[C@@H:28]([OH:33])[C@H:27]([OH:34])[C@H:26]3[O:35][C@@H:36]3[O:41][C@@H:40]([CH3:42])[C@H:39]([OH:43])[C@:38]([NH:45][CH2:46][C:47]5[CH:52]=[CH:51][C:50]([C:53]6[CH:58]=[CH:57][C:56]([Cl:59])=[CH:55][CH:54]=6)=[CH:49][CH:48]=5)([CH3:44])[CH2:37]3)[C:18](=[CH:19]4)[O:17][C:13]3=[C:14]([Cl:16])[CH:15]=[C:10]2[CH:11]=[CH:12]3)[CH2:5][C@@:4]([NH2:124])([CH3:123])[C@H:3]1[OH:125]. (2) The product is: [NH2:19][C:17]1[S:29][C:7]([C:9]2[CH:14]=[CH:13][C:12]([O:15][CH3:16])=[CH:11][CH:10]=2)=[N:6][C:5]=1[C:4]([O:3][CH2:1][CH3:2])=[O:8]. Given the reactants [CH2:1]([O:3][C:4]1[O:8][C:7]([C:9]2[CH:14]=[CH:13][C:12]([O:15][CH3:16])=[CH:11][CH:10]=2)=[N:6][C:5]=1[C:17]([NH2:19])=O)[CH3:2].COC1C=CC(P2(SP(C3C=CC(OC)=CC=3)(=S)S2)=[S:29])=CC=1, predict the reaction product. (3) Given the reactants [C:1]([C:3]1[CH:10]=[CH:9][C:6]([CH:7]=O)=[CH:5][CH:4]=1)#[N:2].[NH2:11][C:12]1[N:13]=[N:14][C:15]([CH3:18])=[CH:16][CH:17]=1.C(O[C:22](=[O:37])[C:23]([OH:36])=[CH:24][C:25]([C:27]1[CH:32]=[CH:31][C:30]([CH:33]([CH3:35])[CH3:34])=[CH:29][CH:28]=1)=[O:26])C, predict the reaction product. The product is: [OH:36][C:23]1[C:22](=[O:37])[N:11]([C:12]2[N:13]=[N:14][C:15]([CH3:18])=[CH:16][CH:17]=2)[CH:7]([C:6]2[CH:9]=[CH:10][C:3]([C:1]#[N:2])=[CH:4][CH:5]=2)[C:24]=1[C:25](=[O:26])[C:27]1[CH:28]=[CH:29][C:30]([CH:33]([CH3:34])[CH3:35])=[CH:31][CH:32]=1. (4) Given the reactants [NH2:1][C:2]1[N:12]=[C:11]([NH:13][C:14](=[O:19])[C:15]([CH3:18])([CH3:17])[CH3:16])[C:10]([Cl:20])=[CH:9][C:3]=1[C:4]([O:6][CH2:7][CH3:8])=[O:5].C(=O)([O-])[O-].[K+].[K+].[Cl:27][CH2:28][C:29](Cl)=[O:30].O, predict the reaction product. The product is: [Cl:20][C:10]1[C:11]([NH:13][C:14](=[O:19])[C:15]([CH3:16])([CH3:18])[CH3:17])=[N:12][C:2]([NH:1][C:29](=[O:30])[CH2:28][Cl:27])=[C:3]([CH:9]=1)[C:4]([O:6][CH2:7][CH3:8])=[O:5].